This data is from Reaction yield outcomes from USPTO patents with 853,638 reactions. The task is: Predict the reaction yield, written as a fraction of the theoretical maximum amount of product (1.0 means a 100% yield; for example, 0.34 means a 34% yield). (1) The reactants are [Br:1][C:2]1[CH:7]=[CH:6][C:5]([NH:8][C:9]2[C:10]([C:24]([OH:26])=O)=[CH:11][C:12]3[N:16]([CH2:17][CH2:18][CH2:19][CH:20]=[CH2:21])[CH:15]=[N:14][C:13]=3[C:22]=2[F:23])=[C:4]([CH3:27])[CH:3]=1.CCN(C(C)C)C(C)C.C1CN([P+](ON2N=NC3C=[CH:58][CH:59]=[CH:60][C:55]2=3)(N2CCCC2)N2CCCC2)CC1.F[P-](F)(F)(F)(F)F.Cl.C1([N:74](C)[OH:75])CC1. The catalyst is C1COCC1.C(OCC)(=O)C.C(Cl)Cl. The product is [CH:59]1([CH2:58][O:75][NH:74][C:24]([C:10]2[C:9]([NH:8][C:5]3[CH:6]=[CH:7][C:2]([Br:1])=[CH:3][C:4]=3[CH3:27])=[C:22]([F:23])[C:13]3[N:14]=[CH:15][N:16]([CH2:17][CH2:18][CH2:19][CH:20]=[CH2:21])[C:12]=3[CH:11]=2)=[O:26])[CH2:60][CH2:55]1. The yield is 0.700. (2) The reactants are [CH2:1]([C:5]1[N:6]=[C:7]([CH3:27])[NH:8][C:9](=[O:26])[C:10]=1[CH2:11][C:12]1[CH:17]=[CH:16][C:15]([C:18]2[C:19]([C:24]#[N:25])=[CH:20][CH:21]=[CH:22][CH:23]=2)=[CH:14][CH:13]=1)[CH2:2][CH2:3][CH3:4].[H-].[Na+].Br[CH2:31][CH:32]([C:34]1[CH:39]=[CH:38][CH:37]=[CH:36][CH:35]=1)[CH3:33].[Cl-].O[NH3+:42].[C:43](=[O:46])([O-])[OH:44].[Na+]. The catalyst is C(OCC)(=O)C.CS(C)=O.CN(C)C=O. The product is [CH2:1]([C:5]1[N:6]=[C:7]([CH3:27])[N:8]([CH2:31][CH:32]([C:34]2[CH:39]=[CH:38][CH:37]=[CH:36][CH:35]=2)[CH3:33])[C:9](=[O:26])[C:10]=1[CH2:11][C:12]1[CH:17]=[CH:16][C:15]([C:18]2[CH:23]=[CH:22][CH:21]=[CH:20][C:19]=2[C:24]2[NH:42][C:43](=[O:46])[O:44][N:25]=2)=[CH:14][CH:13]=1)[CH2:2][CH2:3][CH3:4]. The yield is 0.0900. (3) The reactants are Br[C:2]1[C:3]([CH2:20][OH:21])=[C:4]2[N:10]=[CH:9][N:8]([CH2:11][C:12]3[CH:17]=[CH:16][C:15]([O:18][CH3:19])=[CH:14][CH:13]=3)[C:5]2=[N:6][CH:7]=1.CO.[C:24]1(B(O)O)[CH:29]=[CH:28][CH:27]=[CH:26][CH:25]=1.C(=O)([O-])[O-].[Na+].[Na+]. The catalyst is C(#N)CC.O.[Br-].C([N+](CCCC)(CCCC)CCCC)CCC.C1C=CC([P]([Pd]([P](C2C=CC=CC=2)(C2C=CC=CC=2)C2C=CC=CC=2)([P](C2C=CC=CC=2)(C2C=CC=CC=2)C2C=CC=CC=2)[P](C2C=CC=CC=2)(C2C=CC=CC=2)C2C=CC=CC=2)(C2C=CC=CC=2)C2C=CC=CC=2)=CC=1. The product is [CH3:19][O:18][C:15]1[CH:16]=[CH:17][C:12]([CH2:11][N:8]2[C:5]3=[N:6][CH:7]=[C:2]([C:24]4[CH:29]=[CH:28][CH:27]=[CH:26][CH:25]=4)[C:3]([CH2:20][OH:21])=[C:4]3[N:10]=[CH:9]2)=[CH:13][CH:14]=1. The yield is 0.850. (4) The reactants are [C:1]([O:5][C:6](=[O:25])[NH:7][CH2:8][C:9]1[CH:14]=[CH:13][C:12]([C:15]2[CH:20]=[C:19]([O:21][CH3:22])[N:18]=[C:17](Cl)[CH:16]=2)=[CH:11][C:10]=1[F:24])([CH3:4])([CH3:3])[CH3:2].CN(C=O)C.C(=O)([O-])[O-].[K+].[K+].[CH3:37][N:38]1[CH:42]=[C:41](B2OC(C)(C)C(C)(C)O2)[CH:40]=[N:39]1. The catalyst is O.C1C=CC([P]([Pd]([P](C2C=CC=CC=2)(C2C=CC=CC=2)C2C=CC=CC=2)([P](C2C=CC=CC=2)(C2C=CC=CC=2)C2C=CC=CC=2)[P](C2C=CC=CC=2)(C2C=CC=CC=2)C2C=CC=CC=2)(C2C=CC=CC=2)C2C=CC=CC=2)=CC=1. The product is [C:1]([O:5][C:6](=[O:25])[NH:7][CH2:8][C:9]1[CH:14]=[CH:13][C:12]([C:15]2[CH:16]=[C:17]([C:41]3[CH:40]=[N:39][N:38]([CH3:37])[CH:42]=3)[N:18]=[C:19]([O:21][CH3:22])[CH:20]=2)=[CH:11][C:10]=1[F:24])([CH3:4])([CH3:3])[CH3:2]. The yield is 0.520. (5) The reactants are [C:1]([O:5][C:6]([NH:8][C@@H:9]([CH2:13][C:14]#[CH:15])[C:10](O)=[O:11])=[O:7])([CH3:4])([CH3:3])[CH3:2].C[N:17]1CCOCC1.ClC(OCC)=O.N. The catalyst is O1CCCC1. The product is [C:1]([O:5][C:6](=[O:7])[NH:8][C@H:9]([C:10](=[O:11])[NH2:17])[CH2:13][C:14]#[CH:15])([CH3:4])([CH3:3])[CH3:2]. The yield is 0.550.